Dataset: Forward reaction prediction with 1.9M reactions from USPTO patents (1976-2016). Task: Predict the product of the given reaction. (1) Given the reactants [CH3:1][N:2]1[CH2:7][CH2:6][N:5]([C:8]2[CH:9]=[CH:10][C:11]3[N:15]=[C:14]([C:16]4[C:24]5[C:19](=[CH:20][CH:21]=[CH:22][C:23]=5[NH2:25])[NH:18][N:17]=4)[NH:13][C:12]=3[CH:26]=2)[CH2:4][CH2:3]1.[C:27](Cl)(=[O:34])[C:28]1[CH:33]=[CH:32][CH:31]=[CH:30][CH:29]=1.C(N(C(C)C)CC)(C)C, predict the reaction product. The product is: [CH3:1][N:2]1[CH2:7][CH2:6][N:5]([C:8]2[CH:9]=[CH:10][C:11]3[N:15]=[C:14]([C:16]4[C:24]5[C:19](=[CH:20][CH:21]=[CH:22][C:23]=5[NH:25][C:27](=[O:34])[C:28]5[CH:33]=[CH:32][CH:31]=[CH:30][CH:29]=5)[NH:18][N:17]=4)[NH:13][C:12]=3[CH:26]=2)[CH2:4][CH2:3]1. (2) Given the reactants N#N.[C:3]([Si:7]([CH3:17])([CH3:16])[O:8][CH:9]([C:11]1[O:12][CH:13]=[CH:14][N:15]=1)[CH3:10])([CH3:6])([CH3:5])[CH3:4].[Li]C(C)(C)C.CN(C)[CH:25]=[O:26].[NH4+].[Cl-], predict the reaction product. The product is: [C:3]([Si:7]([CH3:17])([CH3:16])[O:8][CH:9]([C:11]1[O:12][C:13]([CH:25]=[O:26])=[CH:14][N:15]=1)[CH3:10])([CH3:6])([CH3:5])[CH3:4]. (3) Given the reactants [C:1]1([S:7](Cl)(=[O:9])=[O:8])[CH:6]=[CH:5][CH:4]=[CH:3][CH:2]=1.CCN(C(C)C)C(C)C.FC(F)(F)C(O)=O.[NH2:27][CH2:28][CH2:29][CH2:30][CH2:31][CH2:32][NH:33][C:34]([CH2:36][S:37][C:38](=[O:40])[CH3:39])=[O:35].C(O)C(N)(CO)CO, predict the reaction product. The product is: [C:1]1([S:7]([NH:27][CH2:28][CH2:29][CH2:30][CH2:31][CH2:32][NH:33][C:34]([CH2:36][S:37][C:38](=[O:40])[CH3:39])=[O:35])(=[O:9])=[O:8])[CH:6]=[CH:5][CH:4]=[CH:3][CH:2]=1.